From a dataset of Peptide-MHC class I binding affinity with 185,985 pairs from IEDB/IMGT. Regression. Given a peptide amino acid sequence and an MHC pseudo amino acid sequence, predict their binding affinity value. This is MHC class I binding data. (1) The peptide sequence is HAEQGLIQY. The MHC is HLA-A03:01 with pseudo-sequence HLA-A03:01. The binding affinity (normalized) is 0.0847. (2) The peptide sequence is HPTSRRELL. The MHC is HLA-B57:01 with pseudo-sequence HLA-B57:01. The binding affinity (normalized) is 0.0847. (3) The peptide sequence is CASTITNEF. The MHC is Mamu-B17 with pseudo-sequence Mamu-B17. The binding affinity (normalized) is 0.325. (4) The peptide sequence is GYLEGTRTL. The MHC is HLA-A23:01 with pseudo-sequence HLA-A23:01. The binding affinity (normalized) is 0.683. (5) The peptide sequence is KAGQYVTIW. The MHC is Mamu-B01 with pseudo-sequence Mamu-B01. The binding affinity (normalized) is 0. (6) The peptide sequence is SRYLELDTI. The MHC is Patr-B2401 with pseudo-sequence Patr-B2401. The binding affinity (normalized) is 0.0933.